Dataset: Full USPTO retrosynthesis dataset with 1.9M reactions from patents (1976-2016). Task: Predict the reactants needed to synthesize the given product. Given the product [Cl:8][C:4]1[CH:5]=[N:6][CH:7]=[C:2]([O:18][CH2:17][CH2:16][O:9][C:10]2[CH:15]=[CH:14][CH:13]=[CH:12][CH:11]=2)[N:3]=1, predict the reactants needed to synthesize it. The reactants are: Cl[C:2]1[CH:7]=[N:6][CH:5]=[C:4]([Cl:8])[N:3]=1.[O:9]([CH2:16][CH2:17][OH:18])[C:10]1[CH:15]=[CH:14][CH:13]=[CH:12][CH:11]=1.